Dataset: Forward reaction prediction with 1.9M reactions from USPTO patents (1976-2016). Task: Predict the product of the given reaction. (1) Given the reactants [CH3:1][C:2]1[C:3]([C:7]([OH:9])=O)=[CH:4][NH:5][CH:6]=1.Cl.[CH2:11]([O:13][C:14](=[O:18])[CH2:15][CH2:16][NH2:17])[CH3:12].C(N(CC)CC)C.Cl.C(N=C=NCCCN(C)C)C, predict the reaction product. The product is: [CH3:1][C:2]1[C:3]([C:7]([NH:17][CH2:16][CH2:15][C:14]([O:13][CH2:11][CH3:12])=[O:18])=[O:9])=[CH:4][NH:5][CH:6]=1. (2) Given the reactants [NH2:1][C:2]([CH3:12])([CH3:11])[C:3]([C:5]1[CH:10]=[CH:9][CH:8]=[CH:7][CH:6]=1)=[O:4].C[C:14]1[CH:15]=[CH:16][C:17]([S:20](O)(=[O:22])=[O:21])=[CH:18][CH:19]=1.C1(S(Cl)(=O)=O)C=CC=CC=1.C(N(CC)CC)C, predict the reaction product. The product is: [CH3:11][C:2]([NH:1][S:20]([C:17]1[CH:18]=[CH:19][CH:14]=[CH:15][CH:16]=1)(=[O:22])=[O:21])([CH3:12])[C:3](=[O:4])[C:5]1[CH:10]=[CH:9][CH:8]=[CH:7][CH:6]=1. (3) The product is: [ClH:1].[O:42]1[C:46]2[CH:47]=[CH:48][C:49]([CH2:12][NH:13][CH:14]3[CH2:15][CH2:16][N:17]([CH2:20][C@H:21]4[N:31]5[C:32]6[N:23]([C:24](=[O:34])[CH:25]=[CH:26][C:27]=6[CH:28]=[CH:29][C:30]5=[O:33])[CH2:22]4)[CH2:18][CH2:19]3)=[CH:50][C:45]=2[CH2:44][CH2:43]1. Given the reactants [ClH:1].Cl.S1C2C=CC([CH2:12][NH:13][CH:14]3[CH2:19][CH2:18][N:17]([CH2:20][C@H:21]4[N:31]5[C:32]6[N:23]([C:24](=[O:34])[CH:25]=[CH:26][C:27]=6[CH:28]=[CH:29][C:30]5=[O:33])[CH2:22]4)[CH2:16][CH2:15]3)=CC=2N=N1.C(N(CC)CC)C.[O:42]1[C:46]2[CH:47]=[CH:48][C:49](C=O)=[CH:50][C:45]=2[CH2:44][CH2:43]1.C(O[BH-](OC(=O)C)OC(=O)C)(=O)C.[Na+].C([O-])(O)=O.[Na+], predict the reaction product. (4) Given the reactants [F:1][C:2]1[CH:3]=[C:4]2[C:8](=[CH:9][CH:10]=1)[CH:7]([NH:11][C:12]1[CH:21]=[CH:20][C:19]3[C:14](=[CH:15][CH:16]=[C:17]([N+:22]([O-])=O)[CH:18]=3)[N:13]=1)[CH2:6][CH2:5]2, predict the reaction product. The product is: [F:1][C:2]1[CH:3]=[C:4]2[C:8](=[CH:9][CH:10]=1)[CH:7]([NH:11][C:12]1[CH:21]=[CH:20][C:19]3[C:14](=[CH:15][CH:16]=[C:17]([NH2:22])[CH:18]=3)[N:13]=1)[CH2:6][CH2:5]2.